Task: Predict the reactants needed to synthesize the given product.. Dataset: Full USPTO retrosynthesis dataset with 1.9M reactions from patents (1976-2016) (1) Given the product [CH3:18][O:19][C:20]1[CH:31]=[CH:30][C:23]([CH2:24][O:25][C@H:26]([C@H:27]([OH:28])[C@H:14]([CH:15]=[CH2:16])[CH2:13][CH2:12][CH:11]([CH3:17])[CH3:10])[CH3:29])=[CH:22][CH:21]=1, predict the reactants needed to synthesize it. The reactants are: CC1(C)C(C)(C)OBO1.[CH3:10][CH:11]([CH3:17])[CH2:12]/[CH:13]=[CH:14]/[CH:15]=[CH2:16].[CH3:18][O:19][C:20]1[CH:31]=[CH:30][C:23]([CH2:24][O:25][C@@H:26]([CH3:29])[CH:27]=[O:28])=[CH:22][CH:21]=1. (2) Given the product [C:18]1([C:17]#[C:16][C:2]2[CH:3]=[C:4]([C:12]([O:14][CH3:15])=[O:13])[CH:5]=[C:6]([CH:11]=2)[C:7]([O:9][CH3:10])=[O:8])[CH:23]=[CH:22][CH:21]=[CH:20][CH:19]=1, predict the reactants needed to synthesize it. The reactants are: Br[C:2]1[CH:3]=[C:4]([C:12]([O:14][CH3:15])=[O:13])[CH:5]=[C:6]([CH:11]=1)[C:7]([O:9][CH3:10])=[O:8].[CH:16]#[C:17][C:18]1[CH:23]=[CH:22][CH:21]=[CH:20][CH:19]=1.C(N(CC)CC)C.N1C=CC=CC=1. (3) Given the product [CH3:43][N:21]1[C:22]([NH:23][C:24]([C:31]2[CH:32]=[CH:33][CH:34]=[CH:35][CH:36]=2)([C:25]2[CH:26]=[CH:27][CH:28]=[CH:29][CH:30]=2)[C:37]2[CH:38]=[CH:39][CH:40]=[CH:41][CH:42]=2)=[C:18]([NH:17][C:15]([CH:4]([CH2:5][CH2:6][NH:7][C:8](=[O:14])[O:9][C:10]([CH3:13])([CH3:12])[CH3:11])[CH2:3][CH2:1][NH:2][C:44](=[O:45])[O:46][C:47]([CH3:50])([CH3:49])[CH3:48])=[O:16])[CH:19]=[N:20]1, predict the reactants needed to synthesize it. The reactants are: [C:1](/[CH:3]=[C:4](/[C:15]([NH:17][C:18]1[CH:19]=[N:20][N:21]([CH3:43])[C:22]=1[NH:23][C:24]([C:37]1[CH:42]=[CH:41][CH:40]=[CH:39][CH:38]=1)([C:31]1[CH:36]=[CH:35][CH:34]=[CH:33][CH:32]=1)[C:25]1[CH:30]=[CH:29][CH:28]=[CH:27][CH:26]=1)=[O:16])\[CH2:5][CH2:6][NH:7][C:8](=[O:14])[O:9][C:10]([CH3:13])([CH3:12])[CH3:11])#[N:2].[C:44](O[C:44]([O:46][C:47]([CH3:50])([CH3:49])[CH3:48])=[O:45])([O:46][C:47]([CH3:50])([CH3:49])[CH3:48])=[O:45]. (4) The reactants are: [C:1]([O:5][C:6](=[O:21])[NH:7][C:8]1([C:14]2[CH:19]=[CH:18][C:17](Br)=[CH:16][CH:15]=2)[CH2:11][C:10]([OH:13])([CH3:12])[CH2:9]1)([CH3:4])([CH3:3])[CH3:2].O.[CH3:23][N:24](C=O)C. Given the product [C:1]([O:5][C:6](=[O:21])[NH:7][C:8]1([C:14]2[CH:19]=[CH:18][C:17]([C:23]#[N:24])=[CH:16][CH:15]=2)[CH2:11][C:10]([OH:13])([CH3:12])[CH2:9]1)([CH3:4])([CH3:3])[CH3:2], predict the reactants needed to synthesize it. (5) Given the product [N+:1]([C:4]1[CH:5]=[CH:6][C:7]([O:8][CH2:9][C:10]([O:12][CH2:16][CH2:17][O:18][C:19](=[O:31])[CH2:20][O:21][C:22]2[CH:27]=[CH:26][C:25]([N+:28]([O-:30])=[O:29])=[CH:24][CH:23]=2)=[O:11])=[CH:13][CH:14]=1)([O-:3])=[O:2], predict the reactants needed to synthesize it. The reactants are: [N+:1]([C:4]1[CH:14]=[CH:13][C:7]([O:8][CH2:9][C:10]([OH:12])=[O:11])=[CH:6][CH:5]=1)([O-:3])=[O:2].O[CH2:16][CH2:17][O:18][C:19](=[O:31])[CH2:20][O:21][C:22]1[CH:27]=[CH:26][C:25]([N+:28]([O-:30])=[O:29])=[CH:24][CH:23]=1.C1(N=C=NC2CCCCC2)CCCCC1. (6) Given the product [Cl:1][C:2]1[CH:7]=[C:6]([CH3:8])[N:5]=[C:4]([C:9]([OH:11])=[O:10])[C:3]=1[O:13][CH2:14][CH3:15], predict the reactants needed to synthesize it. The reactants are: [Cl:1][C:2]1[CH:7]=[C:6]([CH3:8])[N:5]=[C:4]([C:9]([O:11]C)=[O:10])[C:3]=1[O:13][CH2:14][CH3:15].CO.O[Li].O.Cl.